Dataset: Forward reaction prediction with 1.9M reactions from USPTO patents (1976-2016). Task: Predict the product of the given reaction. Given the reactants [Cl:1][C:2]1[CH:3]=[C:4]2[C:9](=[C:10]([Cl:12])[CH:11]=1)[CH2:8][N:7]([CH3:13])[CH2:6][C@H:5]2[C:14]1[CH:19]=[CH:18][CH:17]=[CH:16][C:15]=1[NH2:20].Cl[C:22](OC1C=CC([N+]([O-])=O)=CC=1)=[O:23].CO[CH:36](OC)[CH2:37][NH:38][CH3:39].Cl, predict the reaction product. The product is: [ClH:1].[Cl:1][C:2]1[CH:3]=[C:4]2[C:9](=[C:10]([Cl:12])[CH:11]=1)[CH2:8][N:7]([CH3:13])[CH2:6][C@H:5]2[C:14]1[CH:19]=[CH:18][CH:17]=[CH:16][C:15]=1[N:20]1[CH:36]=[CH:37][N:38]([CH3:39])[C:22]1=[O:23].